This data is from Forward reaction prediction with 1.9M reactions from USPTO patents (1976-2016). The task is: Predict the product of the given reaction. Given the reactants [S:1]1[C:5]2[CH:6]=[CH:7][C:8]([CH2:10][CH2:11][O:12][CH2:13][C:14]([N:16]3[CH2:20][CH2:19][CH:18]([NH:21]C(=O)[O-])[CH2:17]3)=O)=[CH:9][C:4]=2[CH:3]=[CH:2]1.Cl.O.[OH-].[Na+], predict the reaction product. The product is: [S:1]1[C:5]2[CH:6]=[CH:7][C:8]([CH2:10][CH2:11][O:12][CH2:13][CH2:14][N:16]3[CH2:20][CH2:19][CH:18]([NH2:21])[CH2:17]3)=[CH:9][C:4]=2[CH:3]=[CH:2]1.